This data is from CYP2D6 inhibition data for predicting drug metabolism from PubChem BioAssay. The task is: Regression/Classification. Given a drug SMILES string, predict its absorption, distribution, metabolism, or excretion properties. Task type varies by dataset: regression for continuous measurements (e.g., permeability, clearance, half-life) or binary classification for categorical outcomes (e.g., BBB penetration, CYP inhibition). Dataset: cyp2d6_veith. (1) The compound is OCC1CCCN(Cc2ccc(-c3ccccc3)cc2)C1. The result is 1 (inhibitor). (2) The drug is Cc1nc2cnc(N(C)C)nc2n(CCc2ccccc2)c1=O. The result is 0 (non-inhibitor). (3) The compound is CN(C)C(=O)c1ccc(-c2cc(N(C)Cc3ccco3)ncn2)cc1. The result is 0 (non-inhibitor). (4) The result is 0 (non-inhibitor). The compound is O=c1cc(CF)[nH]c(=S)[nH]1. (5) The drug is Cn1c(CNS(=O)(=O)c2ccc(F)cc2)n[nH]c1=S. The result is 0 (non-inhibitor). (6) The compound is Cn1c(=O)c(CCc2ccccc2)nc2cnc(N3CCNCC3)nc21. The result is 0 (non-inhibitor). (7) The result is 0 (non-inhibitor). The drug is CN(C)CCNC(=O)C(C(=O)c1ccc(F)cc1)n1ccccc1=O.Cl. (8) The compound is CCCC(O)(CCC)C(=O)NN1CCCCC1. The result is 0 (non-inhibitor). (9) The compound is CC1Cc2ccccc2N1Cc1nc2cc(C(F)(F)F)ccc2c(=O)[nH]1. The result is 0 (non-inhibitor).